From a dataset of Peptide-MHC class I binding affinity with 185,985 pairs from IEDB/IMGT. Regression. Given a peptide amino acid sequence and an MHC pseudo amino acid sequence, predict their binding affinity value. This is MHC class I binding data. (1) The peptide sequence is GINNVQSLI. The MHC is HLA-A02:02 with pseudo-sequence HLA-A02:02. The binding affinity (normalized) is 0.431. (2) The peptide sequence is ERWFVRNPF. The MHC is HLA-B48:01 with pseudo-sequence HLA-B48:01. The binding affinity (normalized) is 0.0847. (3) The peptide sequence is IEEKKFGAEVV. The MHC is Mamu-A11 with pseudo-sequence Mamu-A11. The binding affinity (normalized) is 0.250.